From a dataset of Full USPTO retrosynthesis dataset with 1.9M reactions from patents (1976-2016). Predict the reactants needed to synthesize the given product. Given the product [N:18]1([S:2]([CH2:5][C@H:6]([CH3:17])[C:7]([O:9][CH2:10][C:11]2[CH:16]=[CH:15][CH:14]=[CH:13][CH:12]=2)=[O:8])(=[O:4])=[O:3])[CH2:23][CH2:22][CH2:21][CH2:20][CH2:19]1, predict the reactants needed to synthesize it. The reactants are: Cl[S:2]([CH2:5][C@H:6]([CH3:17])[C:7]([O:9][CH2:10][C:11]1[CH:16]=[CH:15][CH:14]=[CH:13][CH:12]=1)=[O:8])(=[O:4])=[O:3].[NH:18]1[CH2:23][CH2:22][CH2:21][CH2:20][CH2:19]1.